From a dataset of Forward reaction prediction with 1.9M reactions from USPTO patents (1976-2016). Predict the product of the given reaction. (1) Given the reactants [Cl:1][C:2]1[CH:7]=[CH:6][C:5]([CH:8]([C:29]2[CH:34]=[CH:33][CH:32]=[CH:31][CH:30]=2)[N:9]2[CH2:12][CH:11]([CH2:13][O:14][C:15]3[C:24]([CH:25]4[CH2:27][CH2:26]4)=[CH:23][C:18]([C:19]([O:21]C)=[O:20])=[C:17]([F:28])[CH:16]=3)[CH2:10]2)=[CH:4][CH:3]=1.[OH-].[Li+], predict the reaction product. The product is: [Cl:1][C:2]1[CH:3]=[CH:4][C:5]([CH:8]([C:29]2[CH:34]=[CH:33][CH:32]=[CH:31][CH:30]=2)[N:9]2[CH2:12][CH:11]([CH2:13][O:14][C:15]3[C:24]([CH:25]4[CH2:27][CH2:26]4)=[CH:23][C:18]([C:19]([OH:21])=[O:20])=[C:17]([F:28])[CH:16]=3)[CH2:10]2)=[CH:6][CH:7]=1. (2) Given the reactants [O:1]1[C:5]2[CH:6]=[CH:7][C:8]([C:10]([OH:12])=[O:11])=[CH:9][C:4]=2[O:3][CH2:2]1.[Li][CH2:14]CCC.CI, predict the reaction product. The product is: [CH3:14][C:9]1[C:4]2[O:3][CH2:2][O:1][C:5]=2[CH:6]=[CH:7][C:8]=1[C:10]([OH:12])=[O:11]. (3) Given the reactants [C:1]([OH:24])(=[O:23])[CH2:2][CH2:3][CH2:4][CH2:5][CH2:6][CH2:7][CH2:8][CH2:9][CH2:10][CH2:11][CH2:12][CH2:13][CH2:14][CH2:15][CH2:16][CH2:17][CH2:18][CH2:19][CH2:20][CH2:21][CH3:22].[OH-].[K+].[N+]([O-])([O-])=O.[Ag+:31], predict the reaction product. The product is: [C:1]([O-:24])(=[O:23])[CH2:2][CH2:3][CH2:4][CH2:5][CH2:6][CH2:7][CH2:8][CH2:9][CH2:10][CH2:11][CH2:12][CH2:13][CH2:14][CH2:15][CH2:16][CH2:17][CH2:18][CH2:19][CH2:20][CH2:21][CH3:22].[Ag+:31].